This data is from Forward reaction prediction with 1.9M reactions from USPTO patents (1976-2016). The task is: Predict the product of the given reaction. (1) Given the reactants [CH2:1]([O:3][C:4]1[CH:5]=[C:6]2[C:11](=[C:12]3[CH2:16][C:15]([CH3:18])([CH3:17])[O:14][C:13]=13)[C:10]([C:19]1[CH:28]=[CH:27][C:22]([C:23]([O:25][CH3:26])=[O:24])=[C:21]([NH:29][C:30](=[O:35])[C:31]([F:34])([F:33])[F:32])[CH:20]=1)=[N:9][C:8]([CH3:37])([CH3:36])[CH2:7]2)[CH3:2].[CH3:38][C:39](C)([O-])C.[K+].ICC, predict the reaction product. The product is: [CH2:1]([O:3][C:4]1[CH:5]=[C:6]2[C:11](=[C:12]3[CH2:16][C:15]([CH3:18])([CH3:17])[O:14][C:13]=13)[C:10]([C:19]1[CH:28]=[CH:27][C:22]([C:23]([O:25][CH3:26])=[O:24])=[C:21]([N:29]([CH2:38][CH3:39])[C:30](=[O:35])[C:31]([F:32])([F:33])[F:34])[CH:20]=1)=[N:9][C:8]([CH3:36])([CH3:37])[CH2:7]2)[CH3:2]. (2) Given the reactants [NH3:1].[Cl:2][C:3]1[N:4]=[N:5][C:6](Cl)=[CH:7][C:8]=1[CH3:9], predict the reaction product. The product is: [Cl:2][C:3]1[N:4]=[N:5][C:6]([NH2:1])=[CH:7][C:8]=1[CH3:9].